Dataset: Full USPTO retrosynthesis dataset with 1.9M reactions from patents (1976-2016). Task: Predict the reactants needed to synthesize the given product. (1) Given the product [CH2:1]([O:4][C:5]1([CH3:46])[CH2:10][CH2:9][N:8]([C:11]2[C:12]3[N:13]([N:28]=[C:29]([C:31]4[CH:32]=[C:33]([C:37]5[CH:42]=[C:41]([C:43]#[N:44])[CH:40]=[CH:39][C:38]=5[O:45][C@H:50]([CH2:49][CH:48]=[CH2:47])[CH3:51])[CH:34]=[CH:35][CH:36]=4)[CH:30]=3)[CH:14]=[C:15]([CH3:27])[C:16]=2[C@H:17]([O:22][C:23]([CH3:25])([CH3:24])[CH3:26])[C:18]([O:20][CH3:21])=[O:19])[CH2:7][CH2:6]1)[CH:2]=[CH2:3], predict the reactants needed to synthesize it. The reactants are: [CH2:1]([O:4][C:5]1([CH3:46])[CH2:10][CH2:9][N:8]([C:11]2[C:12]3[N:13]([N:28]=[C:29]([C:31]4[CH:32]=[C:33]([C:37]5[CH:42]=[C:41]([C:43]#[N:44])[CH:40]=[CH:39][C:38]=5[OH:45])[CH:34]=[CH:35][CH:36]=4)[CH:30]=3)[CH:14]=[C:15]([CH3:27])[C:16]=2[C@H:17]([O:22][C:23]([CH3:26])([CH3:25])[CH3:24])[C:18]([O:20][CH3:21])=[O:19])[CH2:7][CH2:6]1)[CH:2]=[CH2:3].[CH3:47][C@@H:48](O)[CH2:49][CH:50]=[CH2:51].C1C=CC(P(C2C=CC=CC=2)C2C=CC=CC=2)=CC=1.CCOC(/N=N/C(OCC)=O)=O. (2) Given the product [CH2:25]([O:24][C:22](=[O:23])[C:21]1[CH:27]=[CH:28][CH:29]=[C:19]([NH:18][C:6]2[N:5]3[N:9]=[CH:10][C:11]([CH2:12][CH2:13][CH2:14][CH2:15][C:16]#[N:17])=[C:4]3[N:3]=[C:2]([Cl:1])[CH:7]=2)[CH:20]=1)[CH3:26], predict the reactants needed to synthesize it. The reactants are: [Cl:1][C:2]1[CH:7]=[C:6](Cl)[N:5]2[N:9]=[CH:10][C:11]([CH2:12][CH2:13][CH2:14][CH2:15][C:16]#[N:17])=[C:4]2[N:3]=1.[NH2:18][C:19]1[CH:20]=[C:21]([CH:27]=[CH:28][CH:29]=1)[C:22]([O:24][CH2:25][CH3:26])=[O:23]. (3) Given the product [CH3:15][O:5][C:4](=[O:6])[C:3]1[CH:7]=[C:8]([S:11]([CH3:14])(=[O:13])=[O:12])[CH:9]=[CH:10][C:2]=1[I:1], predict the reactants needed to synthesize it. The reactants are: [I:1][C:2]1[CH:10]=[CH:9][C:8]([S:11]([CH3:14])(=[O:13])=[O:12])=[CH:7][C:3]=1[C:4]([OH:6])=[O:5].[CH:15]1N=CN(C(N2C=NC=C2)=O)C=1.CO. (4) Given the product [CH3:1][O:2][C:3](=[O:13])[CH:4]=[CH:5][C:6]1[CH:7]=[N:8][C:9]([C:18]2[CH:19]=[CH:20][C:15]([F:14])=[CH:16][CH:17]=2)=[CH:10][CH:11]=1, predict the reactants needed to synthesize it. The reactants are: [CH3:1][O:2][C:3](=[O:13])[CH:4]=[CH:5][C:6]1[CH:7]=[N:8][C:9](Br)=[CH:10][CH:11]=1.[F:14][C:15]1[CH:20]=[CH:19][C:18](B(O)O)=[CH:17][CH:16]=1.C1(P(C2C=CC=CC=2)C2C=CC=CC=2)C=CC=CC=1.C(=O)([O-])[O-].[Na+].[Na+].